This data is from Peptide-MHC class II binding affinity with 134,281 pairs from IEDB. The task is: Regression. Given a peptide amino acid sequence and an MHC pseudo amino acid sequence, predict their binding affinity value. This is MHC class II binding data. (1) The peptide sequence is LVSFLLLAGRSCGMY. The MHC is DRB1_0802 with pseudo-sequence DRB1_0802. The binding affinity (normalized) is 0.152. (2) The peptide sequence is EKDSPFKLSSSEPHC. The MHC is DRB5_0101 with pseudo-sequence DRB5_0101. The binding affinity (normalized) is 0.730. (3) The peptide sequence is QKLIEDVNASFRAAM. The MHC is HLA-DPA10201-DPB11401 with pseudo-sequence HLA-DPA10201-DPB11401. The binding affinity (normalized) is 0.356.